Dataset: Reaction yield outcomes from USPTO patents with 853,638 reactions. Task: Predict the reaction yield, written as a fraction of the theoretical maximum amount of product (1.0 means a 100% yield; for example, 0.34 means a 34% yield). (1) The reactants are C([Li])CCC.C1(NC2CCCCC2)CCCCC1.[C:19]([O:24][CH3:25])(=[O:23])[CH:20]([CH3:22])[CH3:21].Br[C:27]1[CH:28]=[C:29]([CH:32]=[CH:33][CH:34]=1)[C:30]#[N:31].F[B-](F)(F)F.C([PH+](C(C)(C)C)C(C)(C)C)(C)(C)C. The catalyst is C1(C)C=CC=CC=1.Cl.C1C=CC(/C=C/C(/C=C/C2C=CC=CC=2)=O)=CC=1.C1C=CC(/C=C/C(/C=C/C2C=CC=CC=2)=O)=CC=1.C1C=CC(/C=C/C(/C=C/C2C=CC=CC=2)=O)=CC=1.C(Cl)(Cl)Cl.[Pd].[Pd].C(OCC)(=O)C. The product is [C:30]([C:29]1[CH:28]=[C:27]([C:20]([CH3:22])([CH3:21])[C:19]([O:24][CH3:25])=[O:23])[CH:34]=[CH:33][CH:32]=1)#[N:31]. The yield is 0.280. (2) The reactants are C(=O)([O-])[O-].[K+].[K+].[CH2:7]([O:14][C:15]1[C:23]2[N:19]([C:20]([C:27]([C:29]3[CH:30]=[CH:31][C:32]([NH:39]C(=O)C(F)(F)F)=[C:33]([CH:38]=3)[C:34]([O:36][CH3:37])=[O:35])=[O:28])=[C:21]([CH3:26])[C:22]=2[O:24][CH3:25])[CH:18]=[CH:17][CH:16]=1)[C:8]1[CH:13]=[CH:12][CH:11]=[CH:10][CH:9]=1. The catalyst is CO.ClCCl. The product is [NH2:39][C:32]1[CH:31]=[CH:30][C:29]([C:27]([C:20]2[N:19]3[C:23]([C:15]([O:14][CH2:7][C:8]4[CH:13]=[CH:12][CH:11]=[CH:10][CH:9]=4)=[CH:16][CH:17]=[CH:18]3)=[C:22]([O:24][CH3:25])[C:21]=2[CH3:26])=[O:28])=[CH:38][C:33]=1[C:34]([O:36][CH3:37])=[O:35]. The yield is 0.830. (3) No catalyst specified. The product is [CH2:1]([O:3][C:4](=[O:32])[CH2:5][N:6]1[C:14]2[CH2:13][CH2:12][CH2:11][C@@H:10]([N:15]([S:16]([C:19]3[CH:24]=[C:23]([C:25]([F:27])([F:28])[F:26])[CH:22]=[C:21]([CH:29]([CH3:31])[CH3:30])[CH:20]=3)(=[O:18])=[O:17])[CH3:33])[C:9]=2[CH:8]=[N:7]1)[CH3:2]. The yield is 0.829. The reactants are [CH2:1]([O:3][C:4](=[O:32])[CH2:5][N:6]1[C:14]2[CH2:13][CH2:12][CH2:11][C@@H:10]([NH:15][S:16]([C:19]3[CH:24]=[C:23]([C:25]([F:28])([F:27])[F:26])[CH:22]=[C:21]([CH:29]([CH3:31])[CH3:30])[CH:20]=3)(=[O:18])=[O:17])[C:9]=2[CH:8]=[N:7]1)[CH3:2].[CH3:33]I. (4) The reactants are [N:1]12[CH2:7][C:4]([C:8]([C:17]3[CH:22]=[CH:21][CH:20]=[CH:19][CH:18]=3)([C:11]3[CH:16]=[CH:15][CH:14]=[CH:13][CH:12]=3)[C:9]#[N:10])([CH2:5][CH2:6]1)[CH2:3][CH2:2]2.[Br:23][CH2:24][CH2:25][CH2:26][C:27]#[N:28]. No catalyst specified. The product is [Br-:23].[C:9]([C:8]([C:17]1[CH:22]=[CH:21][CH:20]=[CH:19][CH:18]=1)([C:11]1[CH:12]=[CH:13][CH:14]=[CH:15][CH:16]=1)[C:4]12[CH2:7][N+:1]([CH2:24][CH2:25][CH2:26][C:27]#[N:28])([CH2:6][CH2:5]1)[CH2:2][CH2:3]2)#[N:10]. The yield is 0.541. (5) The reactants are CCCC[N+](CCCC)(CCCC)CCCC.[F-].[CH3:19][O:20][C:21]([C:23]1[CH2:24][N:25]([C:46]([O:48][C:49]([CH3:52])([CH3:51])[CH3:50])=[O:47])[CH2:26][CH2:27][C:28]=1[C:29]1[CH:34]=[CH:33][C:32]([CH2:35][CH2:36][CH2:37][O:38][Si](C(C)(C)C)(C)C)=[CH:31][CH:30]=1)=[O:22]. The catalyst is C1COCC1.CCOC(C)=O. The product is [CH3:19][O:20][C:21]([C:23]1[CH2:24][N:25]([C:46]([O:48][C:49]([CH3:52])([CH3:51])[CH3:50])=[O:47])[CH2:26][CH2:27][C:28]=1[C:29]1[CH:34]=[CH:33][C:32]([CH2:35][CH2:36][CH2:37][OH:38])=[CH:31][CH:30]=1)=[O:22]. The yield is 0.840.